This data is from CYP2C9 inhibition data for predicting drug metabolism from PubChem BioAssay. The task is: Regression/Classification. Given a drug SMILES string, predict its absorption, distribution, metabolism, or excretion properties. Task type varies by dataset: regression for continuous measurements (e.g., permeability, clearance, half-life) or binary classification for categorical outcomes (e.g., BBB penetration, CYP inhibition). Dataset: cyp2c9_veith. (1) The drug is CC(=O)Nc1ccc2c(c1)OCCO2. The result is 0 (non-inhibitor). (2) The compound is Cc1ccc(NC(=O)C(C)N2C(=O)C3C4CC(C(Br)C4Br)C3C2=O)cc1. The result is 1 (inhibitor). (3) The compound is COC(=O)Sc1nnc(-c2ccc(Br)cc2)o1. The result is 1 (inhibitor). (4) The drug is Cc1ccc(C(C(=O)NCc2ccco2)N(C(=O)CNC(=O)c2cccs2)c2ccc(C)cc2C)cc1. The result is 1 (inhibitor).